Predict the product of the given reaction. From a dataset of Forward reaction prediction with 1.9M reactions from USPTO patents (1976-2016). (1) Given the reactants [N:1]1[C:10]2[C:5](=[CH:6][CH:7]=[CH:8][CH:9]=2)[C:4]([NH:11][CH2:12][C:13]([C:28]([F:31])([F:30])[F:29])([OH:27])[CH2:14][C:15]([C:18]2[CH:23]=[C:22]([F:24])[CH:21]=[CH:20][C:19]=2[O:25]C)([CH3:17])[CH3:16])=[CH:3][CH:2]=1.B(Br)(Br)Br.C(Cl)Cl, predict the reaction product. The product is: [N:1]1[C:10]2[C:5](=[CH:6][CH:7]=[CH:8][CH:9]=2)[C:4]([NH:11][CH2:12][C:13]([C:28]([F:30])([F:29])[F:31])([OH:27])[CH2:14][C:15]([C:18]2[CH:23]=[C:22]([F:24])[CH:21]=[CH:20][C:19]=2[OH:25])([CH3:17])[CH3:16])=[CH:3][CH:2]=1. (2) The product is: [CH3:10][N:9]([CH3:11])[C:4]1[CH:5]=[CH:6][C:7]([CH3:8])=[C:2]([CH2:14][C@H:15]([OH:16])[CH3:18])[CH:3]=1. Given the reactants I[C:2]1[CH:3]=[C:4]([N:9]([CH3:11])[CH3:10])[CH:5]=[CH:6][C:7]=1[CH3:8].N#N.[CH3:14][CH2:15][OH:16].[Li][CH:18](CC)C.C1CCCCC1.B(F)(F)F.C(OCC)C, predict the reaction product. (3) Given the reactants ON1C2C=CC=CC=2N=N1.[CH2:11]([O:18][C:19]([C:21]1([C:52]([OH:54])=O)[CH2:26][CH2:25][N:24]([CH2:27][C:28]2[CH:33]=[CH:32][C:31]([C:34]3[N:38]=[C:37]([C:39]4[CH:44]=[CH:43][C:42]([C:45]5[CH:50]=[CH:49][CH:48]=[CH:47][CH:46]=5)=[C:41]([F:51])[CH:40]=4)[O:36][N:35]=3)=[CH:30][CH:29]=2)[CH2:23][CH2:22]1)=[O:20])[C:12]1[CH:17]=[CH:16][CH:15]=[CH:14][CH:13]=1.[NH:55]1[CH2:60][CH2:59][O:58][CH2:57][CH2:56]1.Cl.CN(C)CCCN=C=NCC, predict the reaction product. The product is: [CH2:11]([O:18][C:19]([C:21]1([C:52]([N:55]2[CH2:60][CH2:59][O:58][CH2:57][CH2:56]2)=[O:54])[CH2:22][CH2:23][N:24]([CH2:27][C:28]2[CH:29]=[CH:30][C:31]([C:34]3[N:38]=[C:37]([C:39]4[CH:44]=[CH:43][C:42]([C:45]5[CH:50]=[CH:49][CH:48]=[CH:47][CH:46]=5)=[C:41]([F:51])[CH:40]=4)[O:36][N:35]=3)=[CH:32][CH:33]=2)[CH2:25][CH2:26]1)=[O:20])[C:12]1[CH:17]=[CH:16][CH:15]=[CH:14][CH:13]=1. (4) The product is: [OH:1][C@@:2]1([C:9]#[C:10][C:11]2[CH:12]=[C:13]([C:17]3[N:18]=[C:19]([C:27]([NH2:32])=[O:29])[C:20]4[CH:25]=[CH:24][N:23]([CH3:26])[C:21]=4[N:22]=3)[CH:14]=[CH:15][CH:16]=2)[CH2:6][CH2:5][N:4]([CH3:7])[C:3]1=[O:8]. Given the reactants [OH:1][C@@:2]1([C:9]#[C:10][C:11]2[CH:12]=[C:13]([C:17]3[N:18]=[C:19]([C:27]([O:29]CC)=O)[C:20]4[CH:25]=[CH:24][N:23]([CH3:26])[C:21]=4[N:22]=3)[CH:14]=[CH:15][CH:16]=2)[CH2:6][CH2:5][N:4]([CH3:7])[C:3]1=[O:8].[NH3:32], predict the reaction product. (5) Given the reactants [CH3:1][O:2][C:3]1[CH:4]=[C:5]2[C:10](=[CH:11][C:12]=1[O:13][CH3:14])[N:9]=[CH:8][CH:7]=[C:6]2[O:15][C:16]1[CH:22]=[CH:21][C:19]([NH2:20])=[C:18]([CH3:23])[C:17]=1[CH3:24].Cl[C:26](Cl)([O:28][C:29](=[O:35])OC(Cl)(Cl)Cl)Cl.[CH:37]1(O)[CH2:43][CH2:42]C[CH2:40][CH2:39][CH2:38]1.C(=O)(O)[O-].[Na+], predict the reaction product. The product is: [CH3:1][O:2][C:3]1[CH:4]=[C:5]2[C:10](=[CH:11][C:12]=1[O:13][CH3:14])[N:9]=[CH:8][CH:7]=[C:6]2[O:15][C:16]1[CH:22]=[CH:21][C:19]([NH:20][C:29](=[O:35])[O:28][CH:26]2[CH2:40][CH2:39][CH2:38][CH2:37][CH2:43][CH2:42]2)=[C:18]([CH3:23])[C:17]=1[CH3:24]. (6) Given the reactants [NH:1]1[C:9]2[C:4](=[CH:5][CH:6]=[C:7]([C:10]([OH:12])=O)[CH:8]=2)[CH:3]=[CH:2]1.[CH:13]1C=C[C:16]2[N:21](O)N=[N:19][C:17]=2[CH:18]=1.[CH2:32]1[CH2:37][CH2:36][CH:35](N=C=N[CH:32]2[CH2:37][CH2:36][CH2:35][CH2:34][CH2:33]2)[CH2:34][CH2:33]1.C[CH2:39][O:40][C:41](C)=[O:42], predict the reaction product. The product is: [C:41]([N:21]1[CH2:13][CH2:18][CH:17]([NH:19][C:10]([C:7]2[CH:8]=[C:9]3[C:4]([CH:3]=[CH:2][NH:1]3)=[CH:5][CH:6]=2)=[O:12])[CH2:16]1)([O:40][CH2:39][C:32]1[CH:33]=[CH:34][CH:35]=[CH:36][CH:37]=1)=[O:42]. (7) Given the reactants [CH2:1]([O:8][C:9](=[O:33])[N:10]([CH2:31][CH3:32])[CH2:11][C:12]1[CH:17]=[C:16]([C:18]([F:21])([F:20])[F:19])[CH:15]=[CH:14][C:13]=1B1OC(C)(C)C(C)(C)O1)[C:2]1[CH:7]=[CH:6][CH:5]=[CH:4][CH:3]=1.[CH2:34]([O:36][C:37](=[O:54])[CH2:38][C:39]1[CH:44]=[CH:43][C:42]([Cl:45])=[C:41](OS(C(F)(F)F)(=O)=O)[CH:40]=1)[CH3:35], predict the reaction product. The product is: [CH2:34]([O:36][C:37](=[O:54])[CH2:38][C:39]1[CH:40]=[C:41]([C:13]2[CH:14]=[CH:15][C:16]([C:18]([F:20])([F:19])[F:21])=[CH:17][C:12]=2[CH2:11][N:10]([C:9]([O:8][CH2:1][C:2]2[CH:7]=[CH:6][CH:5]=[CH:4][CH:3]=2)=[O:33])[CH2:31][CH3:32])[C:42]([Cl:45])=[CH:43][CH:44]=1)[CH3:35].